This data is from Forward reaction prediction with 1.9M reactions from USPTO patents (1976-2016). The task is: Predict the product of the given reaction. (1) Given the reactants C([NH:4][C:5]1[CH:6]=[C:7]([NH:11][C:12]([NH2:14])=[S:13])[CH:8]=[CH:9][CH:10]=1)(=O)C.Br[CH2:16][C:17]([C:19]1[CH:24]=[CH:23][CH:22]=[CH:21][CH:20]=1)=O, predict the reaction product. The product is: [C:19]1([C:17]2[N:14]=[C:12]([NH:11][C:7]3[CH:6]=[C:5]([CH:10]=[CH:9][CH:8]=3)[NH2:4])[S:13][CH:16]=2)[CH:24]=[CH:23][CH:22]=[CH:21][CH:20]=1. (2) Given the reactants O=C1C2C(=CC=CC=2)C(=O)[N:3]1[CH2:12][CH:13]([C:18]1[CH:22]=[CH:21][S:20][CH:19]=1)[C:14]([O:16]C)=[O:15].Cl, predict the reaction product. The product is: [NH2:3][CH2:12][CH:13]([C:18]1[CH:22]=[CH:21][S:20][CH:19]=1)[C:14]([OH:16])=[O:15]. (3) Given the reactants [Cl:1][C:2]1[CH:3]=[C:4]2[C:8](=[C:9]([CH:11]([O:14][CH2:15][C:16]3([C:29]4[CH:34]=[CH:33][C:32]([F:35])=[CH:31][CH:30]=4)[CH2:21][CH2:20][N:19]([C:22]([O:24][C:25]([CH3:28])([CH3:27])[CH3:26])=[O:23])[CH2:18][CH2:17]3)[CH2:12][F:13])[CH:10]=1)[NH:7][N:6](COCC[Si](C)(C)C)[CH2:5]2.CCCC[N+](CCCC)(CCCC)CCCC.[F-], predict the reaction product. The product is: [Cl:1][C:2]1[CH:3]=[C:4]2[C:8](=[C:9]([CH:11]([O:14][CH2:15][C:16]3([C:29]4[CH:30]=[CH:31][C:32]([F:35])=[CH:33][CH:34]=4)[CH2:21][CH2:20][N:19]([C:22]([O:24][C:25]([CH3:28])([CH3:27])[CH3:26])=[O:23])[CH2:18][CH2:17]3)[CH2:12][F:13])[CH:10]=1)[NH:7][N:6]=[CH:5]2. (4) Given the reactants [F:1][C:2]1[CH:7]=[CH:6][C:5]([NH:8][C:9]([C:11]2[N:16]=[CH:15][C:14]([CH:17]([CH3:21])[C:18]([OH:20])=O)=[CH:13][CH:12]=2)=[O:10])=[CH:4][CH:3]=1.ON1C2C=CC=CC=2N=N1.F[B-](F)(F)F.N1(OC(N(C)C)=[N+](C)C)C2C=CC=CC=2N=N1.C(N(CC)CC)C.[C:61]([C:65]1[CH:69]=[C:68]([CH2:70][NH2:71])[N:67]([C:72]2[CH:77]=[CH:76][CH:75]=[C:74]([Cl:78])[CH:73]=2)[N:66]=1)([CH3:64])([CH3:63])[CH3:62], predict the reaction product. The product is: [C:61]([C:65]1[CH:69]=[C:68]([CH2:70][NH:71][C:18](=[O:20])[CH:17]([C:14]2[CH:13]=[CH:12][C:11]([C:9]([NH:8][C:5]3[CH:4]=[CH:3][C:2]([F:1])=[CH:7][CH:6]=3)=[O:10])=[N:16][CH:15]=2)[CH3:21])[N:67]([C:72]2[CH:77]=[CH:76][CH:75]=[C:74]([Cl:78])[CH:73]=2)[N:66]=1)([CH3:64])([CH3:62])[CH3:63]. (5) Given the reactants [F:1][C:2]1[CH:3]=[C:4]2[C:9](=[C:10]([F:12])[CH:11]=1)[O:8][CH2:7][C:6]([C:13]#[N:14])=[CH:5]2.C(O)(=[O:17])C.S(=O)(=O)(O)O, predict the reaction product. The product is: [F:1][C:2]1[CH:3]=[C:4]2[C:9](=[C:10]([F:12])[CH:11]=1)[O:8][CH2:7][C:6]([C:13]([NH2:14])=[O:17])=[CH:5]2. (6) Given the reactants [CH3:1][C@H:2]([NH:11][C:12](=[O:18])[O:13][C:14]([CH3:17])([CH3:16])[CH3:15])[C:3](=[O:10])[C:4]1[CH:9]=[CH:8][CH:7]=[CH:6][CH:5]=1.[CH2:19]([Mg]Cl)[CH2:20][CH2:21][CH3:22].[Cl-].[NH4+], predict the reaction product. The product is: [OH:10][C:3]([C:4]1[CH:9]=[CH:8][CH:7]=[CH:6][CH:5]=1)([CH2:19][CH2:20][CH2:21][CH3:22])[C@@H:2]([NH:11][C:12](=[O:18])[O:13][C:14]([CH3:17])([CH3:16])[CH3:15])[CH3:1].